This data is from Forward reaction prediction with 1.9M reactions from USPTO patents (1976-2016). The task is: Predict the product of the given reaction. (1) Given the reactants [N+:1]([C:4]1[CH:5]=[C:6](/[C:10](/[CH2:17][CH3:18])=[CH:11]/[C:12](OCC)=[O:13])[CH:7]=[CH:8][CH:9]=1)([O-:3])=[O:2].[H-].C([Al+]CC(C)C)C(C)C.O.C(=O)([O-])O.[Na+], predict the reaction product. The product is: [N+:1]([C:4]1[CH:5]=[C:6](/[C:10](/[CH2:17][CH3:18])=[CH:11]/[CH2:12][OH:13])[CH:7]=[CH:8][CH:9]=1)([O-:3])=[O:2]. (2) Given the reactants [OH:1][C:2]1[CH:3]=[CH:4][C:5]([N+:11]([O-:13])=[O:12])=[C:6]([CH:10]=1)[C:7]([OH:9])=[O:8].OS(O)(=O)=O.[CH3:19]O, predict the reaction product. The product is: [OH:1][C:2]1[CH:3]=[CH:4][C:5]([N+:11]([O-:13])=[O:12])=[C:6]([CH:10]=1)[C:7]([O:9][CH3:19])=[O:8]. (3) Given the reactants [CH2:1]([C:3]1[N:8]=[C:7]2[N:9]([C:12]3[CH:17]=[CH:16]C=C[CH:13]=3)[N:10]=[CH:11][C:6]2=[C:5]([NH2:18])[N:4]=1)[CH3:2].C(C1N=C2NN=CC2=C(N)N=1)C.IC1C=C[S:34]C=1, predict the reaction product. The product is: [CH2:1]([C:3]1[N:8]=[C:7]2[N:9]([C:12]3[CH:17]=[CH:16][S:34][CH:13]=3)[N:10]=[CH:11][C:6]2=[C:5]([NH2:18])[N:4]=1)[CH3:2].